Dataset: Reaction yield outcomes from USPTO patents with 853,638 reactions. Task: Predict the reaction yield, written as a fraction of the theoretical maximum amount of product (1.0 means a 100% yield; for example, 0.34 means a 34% yield). (1) The reactants are [C:1]([C:5]1[C:6]([O:25][CH3:26])=[C:7]([CH:12]=[C:13]([NH:15][C:16]([NH:18][C:19](=[O:24])/[CH:20]=[CH:21]/[O:22][CH3:23])=[O:17])[CH:14]=1)[C:8]([O:10][CH3:11])=[O:9])([CH3:4])([CH3:3])[CH3:2].[B-](F)(F)(F)[F:28].[B-](F)(F)(F)F.C1[N+]2(CCl)CC[N+](F)(CC2)C1. The catalyst is C(#N)C.CO.O. The product is [C:1]([C:5]1[C:6]([O:25][CH3:26])=[C:7]([CH:12]=[C:13]([N:15]2[CH:21]([O:22][CH3:23])[CH:20]([F:28])[C:19](=[O:24])[NH:18][C:16]2=[O:17])[CH:14]=1)[C:8]([O:10][CH3:11])=[O:9])([CH3:4])([CH3:2])[CH3:3]. The yield is 0.290. (2) The reactants are F[C:2]1[C:3]([CH3:22])=[N:4][C:5]2[C:10]([N:11]=1)=[C:9]([C:12]1[NH:20][C:19]3[CH2:18][CH2:17][NH:16][C:15](=[O:21])[C:14]=3[CH:13]=1)[CH:8]=[CH:7][CH:6]=2.[CH2:23]([NH2:27])[CH2:24][CH2:25][CH3:26].CO.C(Cl)Cl. The catalyst is CS(C)=O. The product is [CH2:23]([NH:27][C:2]1[C:3]([CH3:22])=[N:4][C:5]2[C:10]([N:11]=1)=[C:9]([C:12]1[NH:20][C:19]3[CH2:18][CH2:17][NH:16][C:15](=[O:21])[C:14]=3[CH:13]=1)[CH:8]=[CH:7][CH:6]=2)[CH2:24][CH2:25][CH3:26]. The yield is 0.130. (3) The reactants are [F:1][C:2]1[CH:7]=[CH:6][C:5]([C:8]2[N:9]=[C:10]3[N:14]([C:15]=2[C:16](=[O:18])[CH3:17])[CH:13]=[CH:12][S:11]3)=[CH:4][C:3]=1[O:19][CH3:20].CO[CH:23](OC)[N:24]([CH3:26])[CH3:25]. No catalyst specified. The product is [CH3:23][N:24]([CH3:26])[CH:25]=[CH:17][C:16]([C:15]1[N:14]2[C:10]([S:11][CH:12]=[CH:13]2)=[N:9][C:8]=1[C:5]1[CH:6]=[CH:7][C:2]([F:1])=[C:3]([O:19][CH3:20])[CH:4]=1)=[O:18]. The yield is 0.850. (4) The reactants are Cl[CH2:2][CH:3]=O.[NH2:5][CH2:6][CH2:7][NH:8][CH2:9][CH2:10][NH2:11].C([O-])([O-])=O.[K+].[K+]. The catalyst is C(#N)C. The product is [NH:8]1[CH:9]2[CH2:10][NH:11][CH2:2][CH2:3][N:5]2[CH2:6][CH2:7]1. The yield is 0.710. (5) The reactants are [CH2:1]([O:3][C:4]([C@@:6]12[CH2:24][C@H:23]1[CH:22]=[CH:21][CH2:20][CH2:19][CH2:18][CH2:17][CH2:16][C@H:15]([NH:25][C:26]([O:28][C:29]([CH3:32])([CH3:31])[CH3:30])=[O:27])[C:14](=[O:33])[N:13]1[C@@H:9]([CH2:10][C@@H:11]([OH:34])[CH2:12]1)[C:8](=[O:35])[NH:7]2)=[O:5])[CH3:2].C1N=CN([C:41]([N:43]2[CH:47]=N[CH:45]=[CH:44]2)=[O:42])C=1.C(Cl)Cl.CO.C1[C:61]2[C:56](=[CH:57][CH:58]=C[CH:60]=2)CN1. The catalyst is C(Cl)Cl. The product is [CH2:1]([O:3][C:4]([C@@:6]12[CH2:24][C@H:23]1[CH:22]=[CH:21][CH2:20][CH2:19][CH2:18][CH2:17][CH2:16][C@H:15]([NH:25][C:26]([O:28][C:29]([CH3:31])([CH3:30])[CH3:32])=[O:27])[C:14](=[O:33])[N:13]1[C@@H:9]([CH2:10][C@@H:11]([O:34][C:41]([N:43]3[CH2:44][C:45]4[C:58](=[CH:57][CH:56]=[CH:61][CH:60]=4)[CH2:47]3)=[O:42])[CH2:12]1)[C:8](=[O:35])[NH:7]2)=[O:5])[CH3:2]. The yield is 0.900.